From a dataset of Forward reaction prediction with 1.9M reactions from USPTO patents (1976-2016). Predict the product of the given reaction. (1) Given the reactants [CH:1]([O:4][C:5]([C:7]1([C:10]2[CH:15]=[CH:14][C:13]([C:16]3[CH:21]=[CH:20][CH:19]=[CH:18][CH:17]=3)=[CH:12][CH:11]=2)[CH2:9][CH2:8]1)=[O:6])([CH3:3])[CH3:2].[Cl-].[Al+3].[Cl-].[Cl-].[C:26](Cl)(=[O:28])[CH3:27].O, predict the reaction product. The product is: [CH:1]([O:4][C:5]([C:7]1([C:10]2[CH:11]=[CH:12][C:13]([C:16]3[CH:21]=[CH:20][C:19]([C:26](=[O:28])[CH3:27])=[CH:18][CH:17]=3)=[CH:14][CH:15]=2)[CH2:9][CH2:8]1)=[O:6])([CH3:3])[CH3:2]. (2) Given the reactants [CH3:1][C:2]1[C:3](=[O:13])[CH2:4][CH2:5][C:6]=1[C:7]1[CH:12]=[CH:11][CH:10]=[CH:9][N:8]=1.B.C1COCC1, predict the reaction product. The product is: [CH3:1][C:2]1[C@@H:3]([OH:13])[CH2:4][CH2:5][C:6]=1[C:7]1[CH:12]=[CH:11][CH:10]=[CH:9][N:8]=1. (3) Given the reactants [CH3:1][N:2]([CH3:33])[CH2:3][CH2:4][N:5]1[C:9]2[CH:10]=[CH:11][C:12]([S:14]([CH:17]3[CH2:20][N:19](C(OC(C)(C)C)=O)[CH2:18]3)(=[O:16])=[O:15])=[CH:13][C:8]=2[N:7]=[C:6]1[CH2:28][C:29]([CH3:32])([CH3:31])[CH3:30].Cl[Si](C)(C)C, predict the reaction product. The product is: [NH:19]1[CH2:20][CH:17]([S:14]([C:12]2[CH:11]=[CH:10][C:9]3[N:5]([CH2:4][CH2:3][N:2]([CH3:33])[CH3:1])[C:6]([CH2:28][C:29]([CH3:32])([CH3:31])[CH3:30])=[N:7][C:8]=3[CH:13]=2)(=[O:15])=[O:16])[CH2:18]1. (4) Given the reactants [CH3:1][C:2]1([CH3:28])[CH2:7][CH2:6][C:5]([C:8]2[CH:13]=[C:12]([C:14](O)([CH3:16])[CH3:15])[CH:11]=[CH:10][C:9]=2[NH:18][C:19]([C:21]2[NH:22][CH:23]=[C:24]([C:26]#[N:27])[N:25]=2)=[O:20])=[CH:4][CH2:3]1.O=S(Cl)Cl.[NH:33]1[CH2:38][CH2:37][S:36][CH2:35][CH2:34]1.CCOC(C)=O, predict the reaction product. The product is: [CH3:1][C:2]1([CH3:28])[CH2:7][CH2:6][C:5]([C:8]2[CH:13]=[C:12]([C:14]([CH3:16])([N:33]3[CH2:38][CH2:37][S:36][CH2:35][CH2:34]3)[CH3:15])[CH:11]=[CH:10][C:9]=2[NH:18][C:19]([C:21]2[NH:22][CH:23]=[C:24]([C:26]#[N:27])[N:25]=2)=[O:20])=[CH:4][CH2:3]1. (5) Given the reactants [CH2:1]([N:3]([CH2:11][C:12]1[CH:13]=[N:14][CH:15]=[C:16]([C:19]2[CH:20]=[C:21]3[C:25](=[CH:26][CH:27]=2)[N:24]([CH:28]2[CH2:33][CH2:32][CH2:31][CH2:30][O:29]2)[N:23]=[C:22]3[C:34]2[NH:35][C:36]([C:39]([NH:41][CH2:42][C:43]3C=N[CH:46]=[CH:47][CH:48]=3)=[O:40])=[CH:37][N:38]=2)[C:17]=1[CH3:18])[C:4](=[O:10])[O:5][C:6]([CH3:9])([CH3:8])[CH3:7])[CH3:2].C(OC(N(CC1C(C)=C(C2C=C3C(=CC=2)N(C2CCCCO2)N=C3C2NC(C(O)=O)=CN=2)C=NC=1)CC)=O)(C)(C)C.C(N(C(C)C)CC)(C)C.N1CCCCC1.CN(C(ON1N=NC2C=CC=NC1=2)=[N+](C)C)C.F[P-](F)(F)(F)(F)F, predict the reaction product. The product is: [CH2:1]([N:3]([CH2:11][C:12]1[CH:13]=[N:14][CH:15]=[C:16]([C:19]2[CH:20]=[C:21]3[C:25](=[CH:26][CH:27]=2)[N:24]([CH:28]2[CH2:33][CH2:32][CH2:31][CH2:30][O:29]2)[N:23]=[C:22]3[C:34]2[NH:35][C:36]([C:39]([N:41]3[CH2:46][CH2:47][CH2:48][CH2:43][CH2:42]3)=[O:40])=[CH:37][N:38]=2)[C:17]=1[CH3:18])[C:4](=[O:10])[O:5][C:6]([CH3:9])([CH3:7])[CH3:8])[CH3:2].